Dataset: Retrosynthesis with 50K atom-mapped reactions and 10 reaction types from USPTO. Task: Predict the reactants needed to synthesize the given product. Given the product CC(C)(C)OC(=O)N1CC(C(=O)N2CCC(Oc3ccc(F)cc3)CC2)Oc2cc(O)c(Cl)cc21, predict the reactants needed to synthesize it. The reactants are: CC(C)(C)OC(=O)N1CC(C(=O)N2CCC(Oc3ccc(F)cc3)CC2)Oc2cc(OCc3ccccc3)c(Cl)cc21.